From a dataset of Full USPTO retrosynthesis dataset with 1.9M reactions from patents (1976-2016). Predict the reactants needed to synthesize the given product. (1) Given the product [Br:1][C:2]1[CH:20]=[CH:19][C:5]2[N:6]([C:9]3[S:13][C:12]([C:14]([O:16][CH3:17])=[O:15])=[C:11]([O:18][C@@H:36]([C:23]4[CH:24]=[CH:25][CH:26]=[C:27]([O:28][Si:29]([C:32]([CH3:35])([CH3:34])[CH3:33])([CH3:31])[CH3:30])[C:22]=4[Cl:21])[CH3:37])[CH:10]=3)[CH:7]=[N:8][C:4]=2[CH:3]=1, predict the reactants needed to synthesize it. The reactants are: [Br:1][C:2]1[CH:20]=[CH:19][C:5]2[N:6]([C:9]3[S:13][C:12]([C:14]([O:16][CH3:17])=[O:15])=[C:11]([OH:18])[CH:10]=3)[CH:7]=[N:8][C:4]=2[CH:3]=1.[Cl:21][C:22]1[C:27]([O:28][Si:29]([C:32]([CH3:35])([CH3:34])[CH3:33])([CH3:31])[CH3:30])=[CH:26][CH:25]=[CH:24][C:23]=1[C@@H:36](O)[CH3:37].ClC1C(O)=CC=CC=1[C@@H](C)OC1C=C(N2C3C=C(C#N)C=CC=3N=C2)SC=1C(OC)=O. (2) Given the product [F:14][C:3]1[CH:4]=[C:5]([C:8]2[O:12][N:11]=[C:10]([CH3:13])[N:9]=2)[CH:6]=[CH:7][C:2]=1[N:64]1[CH2:65][CH2:66][C@H:62]([C:60]([N:57]2[CH2:56][CH2:55][N:54]([CH:52]([CH3:53])[CH3:51])[CH2:59][CH2:58]2)=[O:61])[CH2:63]1, predict the reactants needed to synthesize it. The reactants are: Br[C:2]1[CH:7]=[CH:6][C:5]([C:8]2[O:12][N:11]=[C:10]([CH3:13])[N:9]=2)=[CH:4][C:3]=1[F:14].C1(P(C2CCCCC2)C2C=CC=CC=2C2C=CC=CC=2N(C)C)CCCCC1.P([O-])([O-])([O-])=O.[K+].[K+].[K+].[CH3:51][CH:52]([N:54]1[CH2:59][CH2:58][N:57]([C:60]([C@H:62]2[CH2:66][CH2:65][NH:64][CH2:63]2)=[O:61])[CH2:56][CH2:55]1)[CH3:53]. (3) Given the product [CH:11]([OH:12])=[O:33].[NH2:23][C:20]1[N:21]=[CH:22][C:17]([C:3]2[CH:4]=[CH:5][C:6]([C:25]3[CH:30]=[CH:29][CH:28]=[CH:27][C:26]=3[CH2:31][S:32]([NH:35][CH2:36][CH3:37])(=[O:33])=[O:34])=[CH:7][C:2]=2[F:1])=[N:18][CH:19]=1, predict the reactants needed to synthesize it. The reactants are: [F:1][C:2]1[CH:7]=[C:6](B2[O:12][C:11](C)(C)C(C)(C)O2)[CH:5]=[CH:4][C:3]=1[C:17]1[N:18]=[CH:19][C:20]([NH2:23])=[N:21][CH:22]=1.Br[C:25]1[CH:30]=[CH:29][CH:28]=[CH:27][C:26]=1[CH2:31][S:32]([NH:35][CH2:36][CH3:37])(=[O:34])=[O:33].